Dataset: Full USPTO retrosynthesis dataset with 1.9M reactions from patents (1976-2016). Task: Predict the reactants needed to synthesize the given product. (1) The reactants are: [CH3:1][S:2]([C:5]1[CH:6]=[C:7]([CH:29]=[CH:30][CH:31]=1)[O:8][C:9]1[CH:10]=[C:11]([NH:15][C:16]2[CH:21]=[CH:20][CH:19]=[C:18]([C:22]([F:25])([F:24])[F:23])[C:17]=2[N+:26]([O-])=O)[CH:12]=[CH:13][CH:14]=1)(=[O:4])=[O:3].Cl.CC(O)=O.CCOC(C)=O. Given the product [CH3:1][S:2]([C:5]1[CH:6]=[C:7]([CH:29]=[CH:30][CH:31]=1)[O:8][C:9]1[CH:10]=[C:11]([NH:15][C:16]2[C:17]([NH2:26])=[C:18]([C:22]([F:23])([F:24])[F:25])[CH:19]=[CH:20][CH:21]=2)[CH:12]=[CH:13][CH:14]=1)(=[O:3])=[O:4], predict the reactants needed to synthesize it. (2) Given the product [Br:18][C:19]1[CH:29]=[CH:28][C:22]([O:23][CH2:24][C:25]([NH:15][C@@H:13]([C:10]2[CH:9]=[CH:8][C:7]([O:6][CH2:5][C:4]([F:3])([F:16])[F:17])=[CH:12][N:11]=2)[CH3:14])=[O:26])=[CH:21][CH:20]=1, predict the reactants needed to synthesize it. The reactants are: Cl.Cl.[F:3][C:4]([F:17])([F:16])[CH2:5][O:6][C:7]1[CH:8]=[CH:9][C:10]([C@H:13]([NH2:15])[CH3:14])=[N:11][CH:12]=1.[Br:18][C:19]1[CH:29]=[CH:28][C:22]([O:23][CH2:24][C:25](O)=[O:26])=[CH:21][CH:20]=1.C(N(CC)CC)C.C(Cl)CCl.C1C=CC2N(O)N=NC=2C=1.Cl.N. (3) Given the product [CH3:20][N:18]1[CH:19]=[C:15]([N:14]2[C:5]3[C:4]4[CH:3]=[C:2]([C:33]5[CH:34]=[N:35][C:36]([N:39]6[CH2:40][CH2:41][NH:42][CH2:43][CH2:44]6)=[CH:37][CH:38]=5)[CH:11]=[CH:10][C:9]=4[N:8]=[CH:7][C:6]=3[N:12]([CH3:23])[C:13]2=[O:22])[C:16]([CH3:21])=[N:17]1, predict the reactants needed to synthesize it. The reactants are: Br[C:2]1[CH:11]=[CH:10][C:9]2[N:8]=[CH:7][C:6]3[N:12]([CH3:23])[C:13](=[O:22])[N:14]([C:15]4[C:16]([CH3:21])=[N:17][N:18]([CH3:20])[CH:19]=4)[C:5]=3[C:4]=2[CH:3]=1.B1([C:33]2[CH:38]=[CH:37][C:36]([N:39]3[CH2:44][CH2:43][N:42](C(OC(C)(C)C)=O)[CH2:41][CH2:40]3)=[N:35][CH:34]=2)OC(C)(C)C(C)(C)O1. (4) The reactants are: [F:1][C:2]([F:15])([F:14])[C:3]([C:5]1[CH:13]=[CH:12][C:8]([C:9]([OH:11])=[O:10])=[CH:7][CH:6]=1)=[O:4]. Given the product [F:1][C:2]([F:14])([F:15])[CH:3]([C:5]1[CH:6]=[CH:7][C:8]([C:9]([OH:11])=[O:10])=[CH:12][CH:13]=1)[OH:4], predict the reactants needed to synthesize it.